Task: Regression/Classification. Given a drug SMILES string, predict its toxicity properties. Task type varies by dataset: regression for continuous values (e.g., LD50, hERG inhibition percentage) or binary classification for toxic/non-toxic outcomes (e.g., AMES mutagenicity, cardiotoxicity, hepatotoxicity). Dataset: herg_karim.. Dataset: hERG potassium channel inhibition data for cardiac toxicity prediction from Karim et al. (1) The molecule is N#Cc1ccc(C(=O)N2CCN(c3ccc(OCCCN4CCCC4)cc3)C(=O)C2)cc1.O=CO. The result is 0 (non-blocker). (2) The molecule is CCOC(=O)N(Cc1ccccc1-c1ccccc1)[C@H]1CCNC1. The result is 1 (blocker). (3) The drug is Cc1n[nH]c(C)c1[C@H](C)NC(=O)COc1cc(C(F)(F)F)c2c(-c3ccccc3)nn(C)c2n1. The result is 0 (non-blocker). (4) The molecule is Cc1ccc(CN2[C@H]3CC[C@@H]2C[C@H](Oc2cccc(C(N)=O)c2)C3)s1. The result is 1 (blocker). (5) The molecule is O=C(c1ccccc1F)c1ccccc1F. The result is 0 (non-blocker).